This data is from Forward reaction prediction with 1.9M reactions from USPTO patents (1976-2016). The task is: Predict the product of the given reaction. Given the reactants [CH2:1]([N:8]1[C:16]2[C:11](=[CH:12][C:13]([NH:17][C:18]3[C:27]4[C:22](=[CH:23][C:24]([F:35])=[C:25]([C:28]5[O:32][C:31]([CH:33]=O)=[CH:30][CH:29]=5)[CH:26]=4)[N:21]=[CH:20][N:19]=3)=[CH:14][CH:15]=2)[CH:10]=[N:9]1)[C:2]1[CH:7]=[CH:6][CH:5]=[CH:4][CH:3]=1.[CH3:36][S:37]([CH2:40][CH2:41][NH2:42])(=[O:39])=[O:38], predict the reaction product. The product is: [CH2:1]([N:8]1[C:16]2[C:11](=[CH:12][C:13]([NH:17][C:18]3[C:27]4[C:22](=[CH:23][C:24]([F:35])=[C:25]([C:28]5[O:32][C:31]([CH2:33][NH:42][CH2:41][CH2:40][S:37]([CH3:36])(=[O:39])=[O:38])=[CH:30][CH:29]=5)[CH:26]=4)[N:21]=[CH:20][N:19]=3)=[CH:14][CH:15]=2)[CH:10]=[N:9]1)[C:2]1[CH:7]=[CH:6][CH:5]=[CH:4][CH:3]=1.